This data is from Catalyst prediction with 721,799 reactions and 888 catalyst types from USPTO. The task is: Predict which catalyst facilitates the given reaction. Reactant: [H-].[Na+].[CH3:3][N:4]1[C:9](=[O:10])[CH2:8][C:7]2[CH:11]=[C:12]([CH3:14])[S:13][C:6]=2[S:5]1(=[O:16])=[O:15].[H][H].[C:19]1([N:25]=[C:26]=[O:27])[CH:24]=[CH:23][CH:22]=[CH:21][CH:20]=1. Product: [CH3:3][N:4]1[C:9](=[O:10])[CH:8]([C:26]([NH:25][C:19]2[CH:24]=[CH:23][CH:22]=[CH:21][CH:20]=2)=[O:27])[C:7]2[CH:11]=[C:12]([CH3:14])[S:13][C:6]=2[S:5]1(=[O:16])=[O:15]. The catalyst class is: 7.